This data is from Full USPTO retrosynthesis dataset with 1.9M reactions from patents (1976-2016). The task is: Predict the reactants needed to synthesize the given product. (1) Given the product [Cl:1][C:2]1[C:7]([I:9])=[CH:6][N:5]=[C:4]([NH2:8])[CH:3]=1, predict the reactants needed to synthesize it. The reactants are: [Cl:1][C:2]1[CH:7]=[CH:6][N:5]=[C:4]([NH2:8])[CH:3]=1.[I:9]N1C(=O)CCC1=O. (2) Given the product [NH2:1][C@H:2]([C:7]([OH:9])=[O:8])[C@H:3]([CH2:10][CH3:11])[CH3:4], predict the reactants needed to synthesize it. The reactants are: [NH2:1][C@H:2]([C:7]([OH:9])=[O:8])[CH2:3][CH2:4]SC.[CH:10]1C(C(O)=O)=CC=C(N)[CH:11]=1.N[C@H](C(O)=O)CC1C=CC=CC=1.N1CCC[C@H]1C(O)=O. (3) The reactants are: [F:1][C:2]([F:13])([F:12])[C:3]1[C:4]([CH:9]([OH:11])[CH3:10])=[N:5][CH:6]=[CH:7][CH:8]=1.[Br:14]Br. Given the product [Br:14][C:7]1[CH:8]=[C:3]([C:2]([F:1])([F:12])[F:13])[C:4]([CH:9]([OH:11])[CH3:10])=[N:5][CH:6]=1, predict the reactants needed to synthesize it. (4) The reactants are: [CH2:1]([N:8]1[CH2:13][CH2:12][C:11]2([CH2:22][C:21](=[O:23])[C:20]3[C:15](=[CH:16][CH:17]=[C:18]([Br:24])[CH:19]=3)[O:14]2)[CH2:10][CH2:9]1)[C:2]1[CH:7]=[CH:6][CH:5]=[CH:4][CH:3]=1.[BH4-].[Na+].O. Given the product [CH2:1]([N:8]1[CH2:13][CH2:12][C:11]2([CH2:22][CH:21]([OH:23])[C:20]3[C:15](=[CH:16][CH:17]=[C:18]([Br:24])[CH:19]=3)[O:14]2)[CH2:10][CH2:9]1)[C:2]1[CH:7]=[CH:6][CH:5]=[CH:4][CH:3]=1, predict the reactants needed to synthesize it. (5) Given the product [NH2:1][C:2]1[C:10]([CH3:11])=[CH:9][C:8](/[CH:12]=[N:15]/[NH:16][C:17](=[O:18])[NH2:19])=[CH:7][C:3]=1[C:4]([OH:6])=[O:5], predict the reactants needed to synthesize it. The reactants are: [NH2:1][C:2]1[C:10]([CH3:11])=[CH:9][C:8]([CH:12]=O)=[CH:7][C:3]=1[C:4]([OH:6])=[O:5].Cl.[NH2:15][NH:16][C:17]([NH2:19])=[O:18].C(O)(=O)C. (6) Given the product [CH2:30]([O:32][C:33](=[O:37])[CH2:34][N:35]([CH3:36])[CH2:9][CH2:8][CH:7]([C:1]1[CH:6]=[CH:5][CH:4]=[CH:3][CH:2]=1)[O:11][C:12]1[CH:17]=[CH:16][C:15]([O:18][C:19]2[CH:24]=[CH:23][CH:22]=[C:21]([C:25]([F:28])([F:27])[F:26])[CH:20]=2)=[CH:14][CH:13]=1)[CH3:31], predict the reactants needed to synthesize it. The reactants are: [C:1]1([CH:7]([O:11][C:12]2[CH:17]=[CH:16][C:15]([O:18][C:19]3[CH:24]=[CH:23][CH:22]=[C:21]([C:25]([F:28])([F:27])[F:26])[CH:20]=3)=[CH:14][CH:13]=2)[CH2:8][CH2:9]Cl)[CH:6]=[CH:5][CH:4]=[CH:3][CH:2]=1.Cl.[CH2:30]([O:32][C:33](=[O:37])[CH2:34][NH:35][CH3:36])[CH3:31].C(N(C(C)C)CC)(C)C.CN1CCCC1=O. (7) Given the product [CH3:15][O:14][C:11]1[CH:12]=[CH:13][C:8]([C:5]2[C:4]([NH2:16])=[CH:3][C:2]([N:85]3[CH2:90][CH2:89][O:88][CH2:87][CH2:86]3)=[CH:7][N:6]=2)=[CH:9][CH:10]=1, predict the reactants needed to synthesize it. The reactants are: Br[C:2]1[CH:3]=[C:4]([NH2:16])[C:5]([C:8]2[CH:13]=[CH:12][C:11]([O:14][CH3:15])=[CH:10][CH:9]=2)=[N:6][CH:7]=1.C1(P(C2CCCCC2)C2(C(C)C)CC(C(C)C)=CC(C(C)C)=C2C2C=CC=CC=2)CCCCC1.CC(C1C=C(C(C)C)C(C2C=CC=CC=2P(C2CCCCC2)C2CCCCC2)=C(C(C)C)C=1)C.[NH:85]1[CH2:90][CH2:89][O:88][CH2:87][CH2:86]1.C[Si]([N-][Si](C)(C)C)(C)C.[Li+].